Task: Regression. Given a peptide amino acid sequence and an MHC pseudo amino acid sequence, predict their binding affinity value. This is MHC class II binding data.. Dataset: Peptide-MHC class II binding affinity with 134,281 pairs from IEDB (1) The peptide sequence is LEDYDTLGTLCNSTE. The MHC is DRB1_0101 with pseudo-sequence DRB1_0101. The binding affinity (normalized) is 0.296. (2) The peptide sequence is GAMAKKGQEDKLRKA. The MHC is DRB1_0701 with pseudo-sequence DRB1_0701. The binding affinity (normalized) is 0.235. (3) The peptide sequence is YDKFLANVETVLTGK. The binding affinity (normalized) is 0.763. The MHC is DRB1_0802 with pseudo-sequence DRB1_0802. (4) The peptide sequence is AAATAGTTVYGAFAV. The binding affinity (normalized) is 0.0625. The MHC is HLA-DQA10401-DQB10402 with pseudo-sequence HLA-DQA10401-DQB10402. (5) The peptide sequence is DVCGMFTNRSGSQQWR. The MHC is DRB1_1501 with pseudo-sequence DRB1_1501. The binding affinity (normalized) is 0.293.